Dataset: CYP2D6 inhibition data for predicting drug metabolism from PubChem BioAssay. Task: Regression/Classification. Given a drug SMILES string, predict its absorption, distribution, metabolism, or excretion properties. Task type varies by dataset: regression for continuous measurements (e.g., permeability, clearance, half-life) or binary classification for categorical outcomes (e.g., BBB penetration, CYP inhibition). Dataset: cyp2d6_veith. The molecule is O=c1[nH]ncc2c3ccccc3n(Cc3ccccc3)c12. The result is 0 (non-inhibitor).